This data is from Full USPTO retrosynthesis dataset with 1.9M reactions from patents (1976-2016). The task is: Predict the reactants needed to synthesize the given product. (1) Given the product [Cl:1][C:2]1[CH:3]=[CH:4][C:5]2[C:17]3[C:16]4[CH:15]=[CH:14][N:13]=[CH:12][C:11]=4[C:10](=[O:18])[C:9]=3[C:8]([NH:42][CH2:41][CH2:40][N:38]([CH2:37][CH2:36][CH2:35][N:34]([CH2:33][CH2:32][NH:31][C:8]3[C:9]4[C:10](=[O:18])[C:11]5[CH:12]=[N:13][CH:14]=[CH:15][C:16]=5[C:17]=4[C:5]4[CH:4]=[CH:3][C:2]([Cl:1])=[CH:30][C:6]=4[N:7]=3)[CH3:43])[CH3:39])=[N:7][C:6]=2[CH:30]=1, predict the reactants needed to synthesize it. The reactants are: [Cl:1][C:2]1[CH:3]=[CH:4][C:5]2[C:17]3[C:16]4[CH:15]=[CH:14][N:13]=[CH:12][C:11]=4[C:10](=[O:18])[C:9]=3[C:8](CS(C3C=CC(C)=CC=3)(=O)=O)=[N:7][C:6]=2[CH:30]=1.[NH2:31][CH2:32][CH2:33][N:34]([CH3:43])[CH2:35][CH2:36][CH2:37][N:38]([CH2:40][CH2:41][NH2:42])[CH3:39]. (2) Given the product [CH2:21]=[N:1][O:2][CH2:3][C:4]1[CH:9]=[CH:8][C:7]([CH2:10][CH2:11][C:12]2[N:13]=[C:14]([NH:17][C:18](=[O:20])[CH3:19])[S:15][CH:16]=2)=[CH:6][CH:5]=1, predict the reactants needed to synthesize it. The reactants are: [NH2:1][O:2][CH2:3][C:4]1[CH:9]=[CH:8][C:7]([CH2:10][CH2:11][C:12]2[N:13]=[C:14]([NH:17][C:18](=[O:20])[CH3:19])[S:15][CH:16]=2)=[CH:6][CH:5]=1.[CH2:21]=O. (3) Given the product [Cl:2][C:3]1[CH:8]=[CH:7][C:6]([CH:9]([NH2:16])[CH2:10][C:11]2[S:12][CH:13]=[CH:14][N:15]=2)=[CH:5][CH:4]=1, predict the reactants needed to synthesize it. The reactants are: Cl.[Cl:2][C:3]1[CH:8]=[CH:7][C:6](/[C:9](/[NH2:16])=[CH:10]/[C:11]2[S:12][CH:13]=[CH:14][N:15]=2)=[CH:5][CH:4]=1.CC1C(Br)=C(O)C(Br)=CC=1C1(C2C=C(Br)C(O)=C(Br)C=2C)OS(=O)(=O)C2C=CC=CC1=2.C([BH3-])#N.[Na+]. (4) Given the product [F:13][C:14]1[CH:15]=[CH:16][C:17]([CH:18]2[CH:11]([C:3]3[N:2]([CH3:1])[C:10]4[CH:9]=[CH:8][N:7]=[CH:6][C:5]=4[N:4]=3)[C:32](=[O:34])[C:33]3[C:25]([C:24]([O:23][CH2:22][CH3:21])=[O:29])=[CH:26][CH:27]=[CH:28][C:20]=3[NH:19]2)=[CH:30][CH:31]=1, predict the reactants needed to synthesize it. The reactants are: [CH3:1][N:2]1[C:10]2[CH:9]=[CH:8][N:7]=[CH:6][C:5]=2[N:4]=[C:3]1[CH:11]=O.[F:13][C:14]1[CH:31]=[CH:30][C:17](/[CH:18]=[N:19]/[C:20]2[CH:28]=[CH:27][CH:26]=[C:25]3[C:21]=2[CH2:22][O:23][C:24]3=[O:29])=[CH:16][CH:15]=1.[CH2:32]([OH:34])[CH3:33]. (5) The reactants are: [O:1]1[CH2:5][CH2:4][CH2:3][C@@H:2]1[C:6]([OH:8])=O.C(C1NC=CN=1)(C1NC=CN=1)=O.[CH3:21][NH:22][CH2:23][C:24]1[N:28]=[C:27]([NH2:29])[S:26][N:25]=1. Given the product [NH2:29][C:27]1[S:26][N:25]=[C:24]([CH2:23][N:22]([CH3:21])[C:6]([C@H:2]2[CH2:3][CH2:4][CH2:5][O:1]2)=[O:8])[N:28]=1, predict the reactants needed to synthesize it. (6) Given the product [Br:35][CH2:34][CH:33]([C:3]1[CH:4]=[C:5]([C:19]([NH:21][CH2:22][C:23]2[CH:24]=[CH:25][C:26]([S:29]([CH3:32])(=[O:31])=[O:30])=[CH:27][CH:28]=2)=[O:20])[C:6](=[O:18])[N:7]([C:8]2[CH:13]=[CH:12][CH:11]=[C:10]([C:14]([F:17])([F:15])[F:16])[CH:9]=2)[C:2]=1[CH3:1])[O:60][CH3:53], predict the reactants needed to synthesize it. The reactants are: [CH3:1][C:2]1[N:7]([C:8]2[CH:13]=[CH:12][CH:11]=[C:10]([C:14]([F:17])([F:16])[F:15])[CH:9]=2)[C:6](=[O:18])[C:5]([C:19]([NH:21][CH2:22][C:23]2[CH:28]=[CH:27][C:26]([S:29]([CH3:32])(=[O:31])=[O:30])=[CH:25][CH:24]=2)=[O:20])=[CH:4][C:3]=1[CH:33]=[CH2:34].[Br:35]N1C(=O)CCC1=O.C(OO[C:53](=[O:60])C1C=CC=CC=1)(=O)C1C=CC=CC=1. (7) The reactants are: Cl.[Cl:2][C:3]1[CH:21]=[CH:20][C:6]([CH:7]([O:15][CH:16]2[CH2:19][NH:18][CH2:17]2)[C:8]2[CH:13]=[CH:12][C:11]([Cl:14])=[CH:10][CH:9]=2)=[CH:5][CH:4]=1.[CH:22]1([C:27](Cl)=[O:28])[CH2:26][CH2:25][CH2:24][CH2:23]1.ClC1C=CC=CC=1C(OC1CN(C(C2SC=CC=2Cl)=O)C1)C1C=CC(Cl)=CC=1. Given the product [CH:22]1([C:27]([N:18]2[CH2:19][CH:16]([O:15][CH:7]([C:8]3[CH:9]=[CH:10][C:11]([Cl:14])=[CH:12][CH:13]=3)[C:6]3[CH:20]=[CH:21][C:3]([Cl:2])=[CH:4][CH:5]=3)[CH2:17]2)=[O:28])[CH2:26][CH2:25][CH2:24][CH2:23]1, predict the reactants needed to synthesize it.